This data is from Full USPTO retrosynthesis dataset with 1.9M reactions from patents (1976-2016). The task is: Predict the reactants needed to synthesize the given product. (1) Given the product [CH3:1][O:2][C:3]1[CH:11]=[C:10]([C:12]([F:13])([F:14])[F:15])[CH:9]=[C:8]([S:17][CH3:16])[C:4]=1[C:5]([OH:7])=[O:6], predict the reactants needed to synthesize it. The reactants are: [CH3:1][O:2][C:3]1[CH:11]=[C:10]([C:12]([F:15])([F:14])[F:13])[CH:9]=[CH:8][C:4]=1[C:5]([OH:7])=[O:6].[CH3:16][S:17]SC. (2) Given the product [Br:1][C:2]1[CH:3]=[C:4]2[C:9](=[CH:10][CH:11]=1)[N:8]=[CH:7][C:6]([NH2:12])=[C:5]2[CH3:15], predict the reactants needed to synthesize it. The reactants are: [Br:1][C:2]1[CH:3]=[C:4]2[C:9](=[CH:10][CH:11]=1)[N:8]=[CH:7][C:6]([N+:12]([O-])=O)=[C:5]2[CH3:15].